From a dataset of Reaction yield outcomes from USPTO patents with 853,638 reactions. Predict the reaction yield, written as a fraction of the theoretical maximum amount of product (1.0 means a 100% yield; for example, 0.34 means a 34% yield). (1) The reactants are [Si:1]([O:8][C@@H:9]1[CH2:14][C@@H:13]([CH2:15]I)[O:12][C:11](=[O:17])[CH2:10]1)([C:4]([CH3:7])([CH3:6])[CH3:5])([CH3:3])[CH3:2].CC[O:20][C:21]([CH3:23])=[O:22].O. The catalyst is CC(O)=O.CC([O-])=O.[Ag+]. The product is [C:21]([O:22][CH2:15][C@@H:13]1[CH2:14][C@@H:9]([O:8][Si:1]([C:4]([CH3:7])([CH3:6])[CH3:5])([CH3:3])[CH3:2])[CH2:10][C:11](=[O:17])[O:12]1)(=[O:20])[CH3:23]. The yield is 0.926. (2) The catalyst is CO. The reactants are [F:1][C:2]1[CH:3]=[C:4]([C:9]2([CH2:15][CH2:16][C:17]([O:19]CC)=[O:18])[CH2:14][CH2:13][CH2:12][CH2:11][CH2:10]2)[CH:5]=[CH:6][C:7]=1[F:8].[OH-].[Na+].Cl. The product is [F:1][C:2]1[CH:3]=[C:4]([C:9]2([CH2:15][CH2:16][C:17]([OH:19])=[O:18])[CH2:14][CH2:13][CH2:12][CH2:11][CH2:10]2)[CH:5]=[CH:6][C:7]=1[F:8]. The yield is 1.00. (3) The reactants are [CH3:1][O:2][C:3](=[O:15])[C:4]1[CH:9]=[C:8](Br)[CH:7]=[C:6]([N+:11]([O-:13])=[O:12])[C:5]=1[NH2:14].[N:16]1[CH:21]=[CH:20][C:19](B(O)O)=[CH:18][CH:17]=1. The catalyst is COCCOC.C([O-])([O-])=O.[Na+].[Na+]. The yield is 0.500. The product is [CH3:1][O:2][C:3](=[O:15])[C:4]1[CH:9]=[C:8]([C:19]2[CH:20]=[CH:21][N:16]=[CH:17][CH:18]=2)[CH:7]=[C:6]([N+:11]([O-:13])=[O:12])[C:5]=1[NH2:14]. (4) The reactants are O.OS(O)(=O)=O.[Cl:7][C:8]1[CH:9]=[C:10]([C:14]2[N:15]=[N:16][N:17]([CH:19]([CH3:23])[CH2:20][CH2:21][OH:22])[N:18]=2)[CH:11]=[CH:12][CH:13]=1.CC([OH:27])C. The catalyst is CC(C)=O. The product is [Cl:7][C:8]1[CH:9]=[C:10]([C:14]2[N:15]=[N:16][N:17]([CH:19]([CH3:23])[CH2:20][C:21]([OH:27])=[O:22])[N:18]=2)[CH:11]=[CH:12][CH:13]=1. The yield is 1.00. (5) The reactants are Br[C:2]1[S:6][C:5]([NH2:7])=[N:4][CH:3]=1.C([O-])([O-])=O.[K+].[K+].[CH2:14]([O:16][C:17](=[O:21])[CH2:18][CH2:19][SH:20])[CH3:15].O. The catalyst is CN(C=O)C. The product is [CH2:14]([O:16][C:17](=[O:21])[CH2:18][CH2:19][S:20][C:2]1[S:6][C:5]([NH2:7])=[N:4][CH:3]=1)[CH3:15]. The yield is 0.490.